Dataset: Reaction yield outcomes from USPTO patents with 853,638 reactions. Task: Predict the reaction yield, written as a fraction of the theoretical maximum amount of product (1.0 means a 100% yield; for example, 0.34 means a 34% yield). (1) The reactants are Br[Si](C)(C)C.[O:6]([C:13]1[CH:35]=[CH:34][C:16]([C:17]([NH:19][C:20]2[CH:21]=[C:22]([P:26](=[O:33])([O:30]CC)[O:27]CC)[CH:23]=[CH:24][CH:25]=2)=[O:18])=[CH:15][CH:14]=1)[C:7]1[CH:12]=[CH:11][CH:10]=[CH:9][CH:8]=1.O. The catalyst is C(Cl)Cl. The product is [O:6]([C:13]1[CH:35]=[CH:34][C:16]([C:17]([NH:19][C:20]2[CH:21]=[C:22]([P:26](=[O:27])([OH:33])[OH:30])[CH:23]=[CH:24][CH:25]=2)=[O:18])=[CH:15][CH:14]=1)[C:7]1[CH:8]=[CH:9][CH:10]=[CH:11][CH:12]=1. The yield is 0.810. (2) The product is [Cl:20][C:21]1[CH:29]=[CH:28][C:24]([C:25]([O:1]/[N:2]=[C:3](\[NH2:19])/[CH2:4][CH2:5][CH2:6][O:7][C:8]2[CH:9]=[C:10]3[C:15](=[CH:16][CH:17]=2)[NH:14][C:13](=[O:18])[CH2:12][CH2:11]3)=[O:26])=[CH:23][CH:22]=1. The catalyst is C1(C)C=CC=CC=1. The reactants are [OH:1][N:2]=[C:3]([NH2:19])[CH2:4][CH2:5][CH2:6][O:7][C:8]1[CH:9]=[C:10]2[C:15](=[CH:16][CH:17]=1)[NH:14][C:13](=[O:18])[CH2:12][CH2:11]2.[Cl:20][C:21]1[CH:29]=[CH:28][C:24]([C:25](Cl)=[O:26])=[CH:23][CH:22]=1.C(=O)([O-])[O-].[K+].[K+]. The yield is 0.220. (3) The reactants are Br[C:2]1[CH:7]=[CH:6][C:5]([O:8][CH2:9][CH3:10])=[CH:4][C:3]=1[O:11][CH:12]([CH3:14])[CH3:13].C(=O)(O)[O-].[Na+].[CH3:20][N:21](C=O)C. The catalyst is C(OCC)C.[C-]#N.[Zn+2].[C-]#N.[Pd].C1(P(C2C=CC=CC=2)C2C=CC=CC=2)C=CC=CC=1.C1(P(C2C=CC=CC=2)C2C=CC=CC=2)C=CC=CC=1.C1(P(C2C=CC=CC=2)C2C=CC=CC=2)C=CC=CC=1.C1(P(C2C=CC=CC=2)C2C=CC=CC=2)C=CC=CC=1. The product is [CH2:9]([O:8][C:5]1[CH:6]=[CH:7][C:2]([C:20]#[N:21])=[C:3]([O:11][CH:12]([CH3:14])[CH3:13])[CH:4]=1)[CH3:10]. The yield is 0.810. (4) The reactants are N1C2C(=NC=CC=2)N([N:10]2[C:14](/[CH:15]=[C:16]3\[C:17](=[O:26])[NH:18][C:19]4[C:24]\3=[CH:23][C:22]([F:25])=[CH:21][CH:20]=4)=[C:13]([CH3:27])[C:12]([C:28]([O-])=[O:29])=[C:11]2[CH3:31])N=1.CCN(C(C)C)C(C)C.[NH2:41][C@H:42]1[CH2:47][CH2:46][CH2:45][CH2:44][C@@H:43]1[OH:48]. The catalyst is CN(C=O)C. The product is [OH:48][C@H:43]1[CH2:44][CH2:45][CH2:46][CH2:47][C@@H:42]1[NH:41][C:28]([C:12]1[C:13]([CH3:27])=[C:14](/[CH:15]=[C:16]2\[C:17](=[O:26])[NH:18][C:19]3[C:24]\2=[CH:23][C:22]([F:25])=[CH:21][CH:20]=3)[NH:10][C:11]=1[CH3:31])=[O:29]. The yield is 0.740.